From a dataset of NCI-60 drug combinations with 297,098 pairs across 59 cell lines. Regression. Given two drug SMILES strings and cell line genomic features, predict the synergy score measuring deviation from expected non-interaction effect. (1) Drug 1: C1=CC(=CC=C1CCC2=CNC3=C2C(=O)NC(=N3)N)C(=O)NC(CCC(=O)O)C(=O)O. Drug 2: C(CN)CNCCSP(=O)(O)O. Cell line: UACC-257. Synergy scores: CSS=14.9, Synergy_ZIP=-1.19, Synergy_Bliss=5.51, Synergy_Loewe=-9.55, Synergy_HSA=6.15. (2) Drug 1: CNC(=O)C1=CC=CC=C1SC2=CC3=C(C=C2)C(=NN3)C=CC4=CC=CC=N4. Drug 2: CN(C)N=NC1=C(NC=N1)C(=O)N. Cell line: SF-295. Synergy scores: CSS=9.46, Synergy_ZIP=-4.02, Synergy_Bliss=-1.74, Synergy_Loewe=0.842, Synergy_HSA=0.587. (3) Drug 1: CN1C(=O)N2C=NC(=C2N=N1)C(=O)N. Drug 2: N.N.Cl[Pt+2]Cl. Cell line: A498. Synergy scores: CSS=13.4, Synergy_ZIP=-6.94, Synergy_Bliss=-4.02, Synergy_Loewe=-22.5, Synergy_HSA=-8.24. (4) Synergy scores: CSS=21.2, Synergy_ZIP=-5.68, Synergy_Bliss=-3.15, Synergy_Loewe=-1.01, Synergy_HSA=-0.170. Drug 1: CS(=O)(=O)CCNCC1=CC=C(O1)C2=CC3=C(C=C2)N=CN=C3NC4=CC(=C(C=C4)OCC5=CC(=CC=C5)F)Cl. Cell line: SN12C. Drug 2: CCN(CC)CCCC(C)NC1=C2C=C(C=CC2=NC3=C1C=CC(=C3)Cl)OC.